Dataset: Forward reaction prediction with 1.9M reactions from USPTO patents (1976-2016). Task: Predict the product of the given reaction. (1) Given the reactants [C:1]([N:4]1[C:13]2[C:8](=[CH:9][C:10]([C:14]3[CH:15]=[N:16][N:17]([CH2:19][CH2:20][N:21]([CH3:29])[C:22](=[O:28])[O:23][C:24]([CH3:27])([CH3:26])[CH3:25])[CH:18]=3)=[CH:11][CH:12]=2)[C@H:7]([NH2:30])[CH2:6][C@@H:5]1[CH3:31])(=[O:3])[CH3:2].Br[C:33]1[N:38]=[CH:37][CH:36]=[CH:35][N:34]=1.CC(C)([O-])C.[Na+].C1(P(C2CCCCC2)C2C=CC=CC=2C2C(N(C)C)=CC=CC=2)CCCCC1, predict the reaction product. The product is: [C:1]([N:4]1[C:13]2[C:8](=[CH:9][C:10]([C:14]3[CH:15]=[N:16][N:17]([CH2:19][CH2:20][N:21]([CH3:29])[C:22](=[O:28])[O:23][C:24]([CH3:25])([CH3:26])[CH3:27])[CH:18]=3)=[CH:11][CH:12]=2)[C@H:7]([NH:30][C:33]2[N:38]=[CH:37][CH:36]=[CH:35][N:34]=2)[CH2:6][C@@H:5]1[CH3:31])(=[O:3])[CH3:2]. (2) Given the reactants [I-].[CH3:2][N+:3]1[CH:7]=[CH:6][N:5]([CH2:8][CH2:9][CH2:10][CH3:11])[C:4]=1[CH3:12].[C:13]([O-:18])(=[O:17])[CH2:14][CH2:15][CH3:16].[Na+], predict the reaction product. The product is: [C:13]([O-:18])(=[O:17])[CH2:14][CH2:15][CH3:16].[CH3:2][N+:3]1[CH:7]=[CH:6][N:5]([CH2:8][CH2:9][CH2:10][CH3:11])[C:4]=1[CH3:12].